Dataset: Reaction yield outcomes from USPTO patents with 853,638 reactions. Task: Predict the reaction yield, written as a fraction of the theoretical maximum amount of product (1.0 means a 100% yield; for example, 0.34 means a 34% yield). (1) The reactants are N1[CH:6]=[CH:5][N:4]=[CH:3]N=1.[F:7][C:8]1[CH:13]=[CH:12][C:11]([CH:14]2[CH2:19][CH2:18][C:17](N3CCCC3)=[CH:16][CH2:15]2)=[CH:10][CH:9]=1.[Cl-].[NH4+].ClCCl. The catalyst is C(Cl)(Cl)Cl. The product is [F:7][C:8]1[CH:13]=[CH:12][C:11]([CH:14]2[CH2:19][C:6]3[CH:5]=[N:4][CH:3]=[CH:18][C:17]=3[CH2:16][CH2:15]2)=[CH:10][CH:9]=1. The yield is 0.380. (2) The reactants are [CH3:1][S:2](Cl)(=[O:4])=[O:3].[CH2:6]([N:13]([C:19]1[CH:24]=[CH:23][C:22]([C:25]([F:28])([F:27])[F:26])=[CH:21][C:20]=1[N+:29]([O-:31])=[O:30])[C@@H:14]([CH2:17][CH3:18])[CH2:15][OH:16])[C:7]1[CH:12]=[CH:11][CH:10]=[CH:9][CH:8]=1.N1C=CC=CC=1. The yield is 0.760. The product is [CH3:1][S:2]([O:16][CH2:15][C@@H:14]([N:13]([CH2:6][C:7]1[CH:12]=[CH:11][CH:10]=[CH:9][CH:8]=1)[C:19]1[CH:24]=[CH:23][C:22]([C:25]([F:28])([F:27])[F:26])=[CH:21][C:20]=1[N+:29]([O-:31])=[O:30])[CH2:17][CH3:18])(=[O:4])=[O:3]. The catalyst is C(Cl)Cl. (3) The reactants are [N+:1]([C:4]1[CH:15]=[CH:14][C:7]([CH2:8][CH:9]([C:12]#[N:13])[C:10]#[N:11])=[CH:6][CH:5]=1)([O-:3])=[O:2].[H-].[Na+].Br[CH2:19][CH2:20][F:21]. The catalyst is CN(C)C=O. The product is [N+:1]([C:4]1[CH:5]=[CH:6][C:7]([CH2:8][C:9]([CH2:19][CH2:20][F:21])([C:10]#[N:11])[C:12]#[N:13])=[CH:14][CH:15]=1)([O-:3])=[O:2]. The yield is 0.220. (4) The reactants are Br[C:2]1[C:3]2[N:4]([C:9]([C:19]3[CH:24]=[CH:23][N:22]=[C:21]([NH2:25])[N:20]=3)=[C:10]([C:12]3[CH:17]=[CH:16][CH:15]=[C:14]([CH3:18])[N:13]=3)[N:11]=2)[CH:5]=[C:6]([CH3:8])[CH:7]=1.[NH:26]1[CH2:31][CH2:30][O:29][CH2:28][CH2:27]1.CC([O-])(C)C.[Na+].C1(P(C2CCCCC2)C2C=CC=CC=2C2C=CC=CC=2N(C)C)CCCCC1. The catalyst is O1CCOCC1.CC([O-])=O.CC([O-])=O.[Pd+2].O. The product is [CH3:8][C:6]1[CH:7]=[C:2]([N:26]2[CH2:31][CH2:30][O:29][CH2:28][CH2:27]2)[C:3]2[N:4]([C:9]([C:19]3[CH:24]=[CH:23][N:22]=[C:21]([NH2:25])[N:20]=3)=[C:10]([C:12]3[CH:17]=[CH:16][CH:15]=[C:14]([CH3:18])[N:13]=3)[N:11]=2)[CH:5]=1. The yield is 0.0600. (5) The reactants are [S:1]1[C:5]2[CH:6]=[CH:7][CH:8]=[CH:9][C:4]=2[CH:3]=[C:2]1[NH:10]C(=O)OC(C)(C)C.C(O)(C(F)(F)F)=O. The catalyst is C(Cl)Cl. The product is [S:1]1[C:5]2[CH:6]=[CH:7][CH:8]=[CH:9][C:4]=2[CH:3]=[C:2]1[NH2:10]. The yield is 0.910. (6) The reactants are [N:1]([C:4]1[CH:9]=[C:8]([Br:10])[N:7]=[C:6]([Cl:11])[C:5]=1[O:12][CH:13]([F:15])[F:14])=[N+]=[N-].[BH4-].[Na+]. The catalyst is CO. The product is [Br:10][C:8]1[N:7]=[C:6]([Cl:11])[C:5]([O:12][CH:13]([F:15])[F:14])=[C:4]([NH2:1])[CH:9]=1. The yield is 0.770.